From a dataset of Full USPTO retrosynthesis dataset with 1.9M reactions from patents (1976-2016). Predict the reactants needed to synthesize the given product. (1) Given the product [F:1][C:2]1[CH:3]=[CH:4][C:5]([C@@:8]2([CH2:18][CH2:19][NH2:20])[CH2:17][C:12]3([CH2:16][CH2:15][CH2:14][CH2:13]3)[O:11][CH2:10][CH2:9]2)=[CH:6][CH:7]=1, predict the reactants needed to synthesize it. The reactants are: [F:1][C:2]1[CH:7]=[CH:6][C:5]([C@@:8]2([CH2:18][C:19]#[N:20])[CH2:17][C:12]3([CH2:16][CH2:15][CH2:14][CH2:13]3)[O:11][CH2:10][CH2:9]2)=[CH:4][CH:3]=1.[H-].[H-].[H-].[H-].[Li+].[Al+3]. (2) Given the product [CH3:48][O:47][C:41]1([C:32]2[CH:33]=[CH:34][C:35]([C:37]([F:38])([F:40])[F:39])=[CH:36][C:31]=2[CH2:30][N:7]([CH2:6][C:5]2[CH:4]=[C:3]([C:2]([F:1])([F:21])[F:22])[CH:16]=[C:15]([C:17]([F:19])([F:20])[F:18])[CH:14]=2)[C:8]2[N:9]=[N:10][N:11]([CH3:13])[N:12]=2)[CH2:42][CH2:43][CH2:44][CH2:45][CH2:46]1, predict the reactants needed to synthesize it. The reactants are: [F:1][C:2]([F:22])([F:21])[C:3]1[CH:4]=[C:5]([CH:14]=[C:15]([C:17]([F:20])([F:19])[F:18])[CH:16]=1)[CH2:6][NH:7][C:8]1[N:9]=[N:10][N:11]([CH3:13])[N:12]=1.CC(C)([O-])C.[K+].Br[CH2:30][C:31]1[CH:36]=[C:35]([C:37]([F:40])([F:39])[F:38])[CH:34]=[CH:33][C:32]=1[C:41]1([O:47][CH3:48])[CH2:46][CH2:45][CH2:44][CH2:43][CH2:42]1. (3) Given the product [CH3:13][N:14]([CH2:19][C:20]1[C:28]2[C:23](=[CH:24][CH:25]=[CH:26][CH:27]=2)[NH:22][C:21]=1[CH3:29])[C:15](=[O:18])/[CH:16]=[CH:17]/[C:2]1[CH:11]=[N:10][C:9]2[NH:8][C:7](=[O:12])[CH2:6][CH2:5][C:4]=2[CH:3]=1, predict the reactants needed to synthesize it. The reactants are: Br[C:2]1[CH:3]=[C:4]2[C:9](=[N:10][CH:11]=1)[NH:8][C:7](=[O:12])[CH2:6][CH2:5]2.[CH3:13][N:14]([CH2:19][C:20]1[C:28]2[C:23](=[CH:24][CH:25]=[CH:26][CH:27]=2)[NH:22][C:21]=1[CH3:29])[C:15](=[O:18])[CH:16]=[CH2:17].C(N(C(C)C)C(C)C)C. (4) Given the product [F:42][CH:15]1[CH2:14][N:13]([S:10]([C:6]2[CH:7]=[CH:8][CH:9]=[C:4]([N+:1]([O-:3])=[O:2])[CH:5]=2)(=[O:12])=[O:11])[C:19]2[CH:20]=[CH:21][CH:22]=[CH:23][C:18]=2[O:17][CH2:16]1, predict the reactants needed to synthesize it. The reactants are: [N+:1]([C:4]1[CH:5]=[C:6]([S:10]([N:13]2[C:19]3[CH:20]=[CH:21][CH:22]=[CH:23][C:18]=3[O:17][CH2:16][CH:15](O)[CH2:14]2)(=[O:12])=[O:11])[CH:7]=[CH:8][CH:9]=1)([O-:3])=[O:2].N1C=CC=CC=1.C(=O)([O-])O.[Na+].C(N(S(F)(F)[F:42])CC)C. (5) The reactants are: [CH3:1][O:2][CH2:3][CH2:4][O:5][C:6]1[CH:11]=[CH:10][C:9]([N+:12]([O-])=O)=[C:8]([N+:15]([O-])=O)[CH:7]=1.[NH:18]1[C:26]2[C:21](=[CH:22][C:23]([NH:27][C:28]([C:30]3[CH:37]=[CH:36][C:33]([CH:34]=O)=[CH:32][CH:31]=3)=[O:29])=[CH:24][CH:25]=2)[CH:20]=[CH:19]1. Given the product [CH3:1][O:2][CH2:3][CH2:4][O:5][C:6]1[CH:11]=[CH:10][C:9]2[N:12]=[C:34]([C:33]3[CH:32]=[CH:31][C:30]([C:28]([NH:27][C:23]4[CH:22]=[C:21]5[C:26](=[CH:25][CH:24]=4)[NH:18][CH:19]=[CH:20]5)=[O:29])=[CH:37][CH:36]=3)[NH:15][C:8]=2[CH:7]=1, predict the reactants needed to synthesize it.